Dataset: Forward reaction prediction with 1.9M reactions from USPTO patents (1976-2016). Task: Predict the product of the given reaction. (1) Given the reactants [C-:1]#[N:2].[K+].CS(O[CH2:9][CH2:10][CH:11]([C:22]1[C:30]2[C:25](=[C:26]([CH2:31][S:32][CH3:33])[CH:27]=[CH:28][CH:29]=2)NC=1)[C:12]1[CH:21]=[CH:20][C:19]2[C:14](=[CH:15][CH:16]=[CH:17][CH:18]=2)[CH:13]=1)(=O)=O.C[N:35]([CH:37]=O)C, predict the reaction product. The product is: [CH3:33][S:32][CH2:31][C:26]1[CH:27]=[CH:28][CH:29]=[C:30]2[C:25]=1[NH:2][CH:1]=[C:22]2[CH:11]([C:12]1[CH:21]=[CH:20][C:19]2[C:14](=[CH:15][CH:16]=[CH:17][CH:18]=2)[CH:13]=1)[CH2:10][CH2:9][C:37]#[N:35]. (2) Given the reactants C[Al](C)C.C1(C)C=CC=CC=1.Cl.[CH3:13][NH:14][CH3:15].[S:16]1[CH:20]=[CH:19][CH:18]=[C:17]1[C:21]1[NH:25][CH:24]=[C:23]([CH2:26][CH2:27][C:28]([O:30]CC)=O)[CH:22]=1, predict the reaction product. The product is: [CH3:13][N:14]([CH3:15])[C:28](=[O:30])[CH2:27][CH2:26][C:23]1[CH:22]=[C:21]([C:17]2[S:16][CH:20]=[CH:19][CH:18]=2)[NH:25][CH:24]=1.